Predict which catalyst facilitates the given reaction. From a dataset of Catalyst prediction with 721,799 reactions and 888 catalyst types from USPTO. (1) Reactant: C([Li])CCC.O1CCCC1.[F:11][C:12]1[CH:13]=[C:14]([C:19]2([CH2:24][CH3:25])[O:23][CH2:22][CH2:21][O:20]2)[CH:15]=[C:16]([F:18])[CH:17]=1.[Br:26]C(Cl)(Cl)C(Br)(Cl)Cl. Product: [Br:26][C:17]1[C:12]([F:11])=[CH:13][C:14]([C:19]2([CH2:24][CH3:25])[O:20][CH2:21][CH2:22][O:23]2)=[CH:15][C:16]=1[F:18]. The catalyst class is: 6. (2) Reactant: [NH2:1][C:2]1[CH:20]=[CH:19][C:5]([O:6][C:7]2[CH:12]=[N:11][CH:10]=[C:9]3[S:13][C:14]([C:16]([NH2:18])=[O:17])=[CH:15][C:8]=23)=[CH:4][CH:3]=1.[C:21]1([S:27](Cl)(=[O:29])=[O:28])[CH:26]=[CH:25][CH:24]=[CH:23][CH:22]=1.N1CCOCC1.C(Cl)Cl. Product: [C:21]1([S:27]([NH:1][C:2]2[CH:20]=[CH:19][C:5]([O:6][C:7]3[CH:12]=[N:11][CH:10]=[C:9]4[S:13][C:14]([C:16]([NH2:18])=[O:17])=[CH:15][C:8]=34)=[CH:4][CH:3]=2)(=[O:29])=[O:28])[CH:26]=[CH:25][CH:24]=[CH:23][CH:22]=1. The catalyst class is: 3.